The task is: Predict the reactants needed to synthesize the given product.. This data is from Full USPTO retrosynthesis dataset with 1.9M reactions from patents (1976-2016). Given the product [Si:12]([O:11][C@@H:10]([CH2:19][O:20][CH2:21][CH2:22][O:23][CH:24]1[CH2:29][CH2:28][CH2:27][CH2:26][O:25]1)[CH2:9][OH:8])([C:15]([CH3:18])([CH3:17])[CH3:16])([CH3:14])[CH3:13], predict the reactants needed to synthesize it. The reactants are: [Si]([O:8][CH2:9][C@H:10]([CH2:19][O:20][CH2:21][CH2:22][O:23][CH:24]1[CH2:29][CH2:28][CH2:27][CH2:26][O:25]1)[O:11][Si:12]([C:15]([CH3:18])([CH3:17])[CH3:16])([CH3:14])[CH3:13])(C(C)(C)C)(C)C.N1C=CC=CC=1.